From a dataset of Reaction yield outcomes from USPTO patents with 853,638 reactions. Predict the reaction yield, written as a fraction of the theoretical maximum amount of product (1.0 means a 100% yield; for example, 0.34 means a 34% yield). (1) The reactants are [H-].[Na+].[CH3:3][C:4]1[NH:5][C:6]2[C:11]([C:12]=1[C:13]([O:15][C:16]([CH3:19])([CH3:18])[CH3:17])=[O:14])=[CH:10][CH:9]=[CH:8][CH:7]=2.[C:20](Cl)(=[O:27])[C:21]1[CH:26]=[CH:25][CH:24]=[CH:23][CH:22]=1. The catalyst is O1CCCC1. The product is [C:20]([N:5]1[C:6]2[C:11](=[CH:10][CH:9]=[CH:8][CH:7]=2)[C:12]([C:13]([O:15][C:16]([CH3:19])([CH3:18])[CH3:17])=[O:14])=[C:4]1[CH3:3])(=[O:27])[C:21]1[CH:26]=[CH:25][CH:24]=[CH:23][CH:22]=1. The yield is 0.880. (2) The reactants are [C:1]([OH:10])(=[O:9])[C:2]1[C:3](=[CH:5][CH:6]=[CH:7][CH:8]=1)[OH:4].[OH-].[Na+].Cl[CH2:14][C:15]([OH:17])=[O:16]. The catalyst is O. The product is [C:15]([CH2:14][O:4][C:3]1[CH:5]=[CH:6][CH:7]=[CH:8][C:2]=1[C:1]([OH:10])=[O:9])([OH:17])=[O:16]. The yield is 0.240. (3) The reactants are Cl[C:2]1[C:11]([C:12]#[N:13])=[CH:10][C:9]2[CH2:8][CH2:7][CH2:6][CH2:5][C:4]=2[N:3]=1.C(=O)([O-])[O-].[K+].[K+].[C@@H:20]1(N)[CH2:25][CH2:24][CH2:23][CH2:22][C@H:21]1[NH2:26].[CH:28]1(NCC)CCC[CH2:29]1. The catalyst is O1CCOCC1.[Cu]I. The product is [CH:22]1([CH2:21][N:26]([CH2:28][CH3:29])[C:2]2[C:11]([C:12]#[N:13])=[CH:10][C:9]3[CH2:8][CH2:7][CH2:6][CH2:5][C:4]=3[N:3]=2)[CH2:23][CH2:24][CH2:25][CH2:20]1. The yield is 0.100. (4) The reactants are Cl[C:2]1[CH:27]=[CH:26][C:5]([C:6]([NH:8][C:9]2[S:10][C:11]3[C:17]([C:18]4[CH:23]=[CH:22][CH:21]=[CH:20][CH:19]=4)=[CH:16][CH:15]=[C:14]([O:24][CH3:25])[C:12]=3[N:13]=2)=[O:7])=[CH:4][N:3]=1.[NH:28]1[CH2:32][CH2:31][CH2:30][CH2:29]1. The catalyst is O1CCOCC1. The product is [CH3:25][O:24][C:14]1[C:12]2[N:13]=[C:9]([NH:8][C:6](=[O:7])[C:5]3[CH:26]=[CH:27][C:2]([N:28]4[CH2:32][CH2:31][CH2:30][CH2:29]4)=[N:3][CH:4]=3)[S:10][C:11]=2[C:17]([C:18]2[CH:23]=[CH:22][CH:21]=[CH:20][CH:19]=2)=[CH:16][CH:15]=1. The yield is 0.710. (5) The reactants are Br[C:2]1[C:3]([CH3:19])=[C:4]([CH2:12][N:13]2[CH2:18][CH2:17][O:16][CH2:15][CH2:14]2)[N:5]2[C:10]=1[C:9]([NH2:11])=[N:8][CH:7]=[N:6]2.[Cl:20][C:21]1[CH:26]=[CH:25][C:24]([C:27]([F:30])([F:29])[F:28])=[CH:23][C:22]=1[NH:31][C:32]([NH:34]C1C=CC(B2OC(C)(C)C(C)(C)O2)=CC=1)=[O:33].F[C:51]1[CH:56]=[CH:55][C:54](C(F)(F)F)=[CH:53][C:52]=1NC(N[C:51]1[CH:56]=[CH:55][C:54](B2OC(C)(C)C(C)(C)O2)=[CH:53][CH:52]=1)=O. No catalyst specified. The product is [NH2:11][C:9]1[C:10]2=[C:2]([C:51]3[CH:56]=[CH:55][C:54]([N:31]([C:22]4[CH:23]=[C:24]([C:27]([F:28])([F:29])[F:30])[CH:25]=[CH:26][C:21]=4[Cl:20])[C:32]([NH2:34])=[O:33])=[CH:53][CH:52]=3)[C:3]([CH3:19])=[C:4]([CH2:12][N:13]3[CH2:18][CH2:17][O:16][CH2:15][CH2:14]3)[N:5]2[N:6]=[CH:7][N:8]=1. The yield is 0.260. (6) The reactants are [Cl:1][C:2]1[CH:40]=[CH:39][C:5]2[N:6](CC3C=CC(OC)=CC=3)[C:7](=[O:29])[CH:8]([CH2:21][C:22]3[CH:27]=[CH:26][CH:25]=[CH:24][C:23]=3[Cl:28])[N:9]=[C:10]([C:11]3[CH:12]=[CH:13][C:14]([NH:17][C:18](=[O:20])[CH3:19])=[N:15][CH:16]=3)[C:4]=2[CH:3]=1.[Al+3].[Cl-].[Cl-].[Cl-].C(OCC)(=O)C. The catalyst is C1(OC)C=CC=CC=1. The product is [Cl:1][C:2]1[CH:40]=[CH:39][C:5]2[NH:6][C:7](=[O:29])[CH:8]([CH2:21][C:22]3[CH:27]=[CH:26][CH:25]=[CH:24][C:23]=3[Cl:28])[N:9]=[C:10]([C:11]3[CH:12]=[CH:13][C:14]([NH:17][C:18](=[O:20])[CH3:19])=[N:15][CH:16]=3)[C:4]=2[CH:3]=1. The yield is 0.720. (7) The reactants are [OH:1][C:2]1[CH:16]=[C:15]([CH3:17])[CH:14]=[CH:13][C:3]=1[O:4][C:5]1[CH:12]=[CH:11][CH:10]=[CH:9][C:6]=1[C:7]#[N:8].[N+:18]([O-])([OH:20])=[O:19]. The catalyst is C(Cl)Cl. The product is [OH:1][C:2]1[CH:16]=[C:15]([CH3:17])[C:14]([N+:18]([O-:20])=[O:19])=[CH:13][C:3]=1[O:4][C:5]1[CH:12]=[CH:11][CH:10]=[CH:9][C:6]=1[C:7]#[N:8]. The yield is 0.480.